Dataset: Full USPTO retrosynthesis dataset with 1.9M reactions from patents (1976-2016). Task: Predict the reactants needed to synthesize the given product. Given the product [ClH:1].[Cl:12][C:5]1[N:4]=[N:3][C:2]([NH:14][NH2:15])=[C:7]([C:8]([F:11])([F:10])[F:9])[CH:6]=1.[ClH:1].[Cl:1][C:2]1[N:3]=[N:4][C:5]([NH:14][NH2:15])=[CH:6][C:7]=1[C:8]([F:11])([F:10])[F:9], predict the reactants needed to synthesize it. The reactants are: [Cl:1][C:2]1[N:3]=[N:4][C:5]([Cl:12])=[CH:6][C:7]=1[C:8]([F:11])([F:10])[F:9].O.[NH2:14][NH2:15].